Predict the reaction yield, written as a fraction of the theoretical maximum amount of product (1.0 means a 100% yield; for example, 0.34 means a 34% yield). From a dataset of Reaction yield outcomes from USPTO patents with 853,638 reactions. The reactants are [CH:1]1[C:13]2[CH:12]([CH2:14][O:15][C:16]([NH:18][C@@H:19]([CH:60]([CH3:62])[CH3:61])[C:20]([NH:22][C@@H:23]([CH2:53][CH2:54][CH2:55][NH:56][C:57]([NH2:59])=[O:58])[C:24]([NH:26][C:27]3[CH:52]=[CH:51][C:30]([CH2:31][O:32][C:33]([N:35]([CH3:50])[C@H:36]([CH:47]([CH3:49])[CH3:48])[C:37]([O:39]CC4C=CC=CC=4)=[O:38])=[O:34])=[CH:29][CH:28]=3)=[O:25])=[O:21])=[O:17])[C:11]3[C:6](=[CH:7][CH:8]=[CH:9][CH:10]=3)[C:5]=2[CH:4]=[CH:3][CH:2]=1.C([SiH](CC)CC)C. The catalyst is [Pd].CO. The product is [CH:1]1[C:13]2[CH:12]([CH2:14][O:15][C:16]([NH:18][C@@H:19]([CH:60]([CH3:62])[CH3:61])[C:20]([NH:22][C@@H:23]([CH2:53][CH2:54][CH2:55][NH:56][C:57]([NH2:59])=[O:58])[C:24]([NH:26][C:27]3[CH:28]=[CH:29][C:30]([CH2:31][O:32][C:33]([N:35]([CH3:50])[C@H:36]([CH:47]([CH3:48])[CH3:49])[C:37]([OH:39])=[O:38])=[O:34])=[CH:51][CH:52]=3)=[O:25])=[O:21])=[O:17])[C:11]3[C:6](=[CH:7][CH:8]=[CH:9][CH:10]=3)[C:5]=2[CH:4]=[CH:3][CH:2]=1. The yield is 0.850.